Dataset: Full USPTO retrosynthesis dataset with 1.9M reactions from patents (1976-2016). Task: Predict the reactants needed to synthesize the given product. (1) The reactants are: [CH:1]1([C:7]2[CH:14]=[CH:13][C:10]([CH2:11]O)=[C:9]([C:15]([F:18])([F:17])[F:16])[CH:8]=2)[CH2:6][CH2:5][CH2:4][CH2:3][CH2:2]1.S(Cl)([Cl:21])=O. Given the product [CH:1]1([C:7]2[CH:14]=[CH:13][C:10]([CH2:11][Cl:21])=[C:9]([C:15]([F:18])([F:17])[F:16])[CH:8]=2)[CH2:6][CH2:5][CH2:4][CH2:3][CH2:2]1, predict the reactants needed to synthesize it. (2) Given the product [F:21][C:18]1[C:9]2[C:4](=[CH:5][C:6]([C:10]([O:12][CH3:13])=[O:11])=[CH:7][CH:8]=2)[NH:23][CH:24]=1, predict the reactants needed to synthesize it. The reactants are: N1[C:9]2[C:4](=[CH:5][C:6]([C:10]([O:12][CH3:13])=[O:11])=[CH:7][CH:8]=2)C=C1.[O-]S([C:18]([F:21])(F)F)(=O)=O.F[N+:23]1C(C)=CC(C)=C[C:24]=1C. (3) Given the product [Cl:23][CH2:3][N:4]1[C:13]2[C:8](=[CH:9][CH:10]=[CH:11][CH:12]=2)[N:7]=[C:6]([C:14]([O:16][CH2:17][CH3:18])=[O:15])[C:5]1=[O:19], predict the reactants needed to synthesize it. The reactants are: CS[CH2:3][N:4]1[C:13]2[C:8](=[CH:9][CH:10]=[CH:11][CH:12]=2)[N:7]=[C:6]([C:14]([O:16][CH2:17][CH3:18])=[O:15])[C:5]1=[O:19].S(Cl)([Cl:23])(=O)=O. (4) Given the product [Cl:1][C:2]1[CH:3]=[C:4]([NH:16][C:17]2[C:26]3[C:21](=[CH:22][CH:23]=[CH:24][C:25]=3[O:27][CH2:28][CH2:29][N:30]([CH2:43][CH3:45])[C:31](=[O:35])[CH3:32])[N:20]=[CH:19][N:18]=2)[CH:5]=[CH:6][C:7]=1[O:8][CH2:9][C:10]1[CH:15]=[CH:14][CH:13]=[CH:12][N:11]=1.[CH2:7]([O:8][CH2:9][CH3:10])[CH3:2], predict the reactants needed to synthesize it. The reactants are: [Cl:1][C:2]1[CH:3]=[C:4]([NH:16][C:17]2[C:26]3[C:21](=[CH:22][CH:23]=[CH:24][C:25]=3[O:27][CH2:28][CH2:29][NH:30][CH2:31][CH3:32])[N:20]=[CH:19][N:18]=2)[CH:5]=[CH:6][C:7]=1[O:8][CH2:9][C:10]1[CH:15]=[CH:14][CH:13]=[CH:12][N:11]=1.C(Cl)(=[O:35])C.CCN([CH:43]([CH3:45])C)C(C)C. (5) Given the product [CH3:1][S:2]([O:6][CH2:7][C:8]1[N:13]=[C:12]([C:14]([O:16][CH3:17])=[O:15])[CH:11]=[CH:10][CH:9]=1)(=[O:4])=[O:3], predict the reactants needed to synthesize it. The reactants are: [CH3:1][S:2](Cl)(=[O:4])=[O:3].[OH:6][CH2:7][C:8]1[N:13]=[C:12]([C:14]([O:16][CH3:17])=[O:15])[CH:11]=[CH:10][CH:9]=1. (6) Given the product [NH2:13][C:4]1[CH:5]=[C:6]([CH:11]=[CH:12][C:3]=1[NH:2][CH3:1])[C:7]([O:9][CH3:10])=[O:8], predict the reactants needed to synthesize it. The reactants are: [CH3:1][NH:2][C:3]1[CH:12]=[CH:11][C:6]([C:7]([O:9][CH3:10])=[O:8])=[CH:5][C:4]=1[N+:13]([O-])=O.[H][H]. (7) Given the product [CH2:9]([N:16]1[CH2:20][CH2:19][CH2:18][CH:17]1[CH2:21][C:22]([O:3][CH2:1][CH3:2])=[O:25])[C:10]1[CH:15]=[CH:14][CH:13]=[CH:12][CH:11]=1, predict the reactants needed to synthesize it. The reactants are: [CH2:1]([OH:3])[CH3:2].S(=O)(=O)(O)O.[CH2:9]([N:16]1[CH2:20][CH2:19][CH2:18][CH:17]1[CH2:21][C:22]#N)[C:10]1[CH:15]=[CH:14][CH:13]=[CH:12][CH:11]=1.C(=O)([O-])[O-:25].[Na+].[Na+]. (8) Given the product [Cl:1][C:2]1[CH:19]=[CH:18][C:5]2=[C:6]([CH2:14][CH2:15][C:16]#[N:17])[CH:7]=[C:8]3[C:13]([CH:12]=[N+:11]([O-:25])[CH:10]=[CH:9]3)=[C:4]2[CH:3]=1, predict the reactants needed to synthesize it. The reactants are: [Cl:1][C:2]1[CH:19]=[CH:18][C:5]2=[C:6]([CH2:14][CH2:15][C:16]#[N:17])[CH:7]=[C:8]3[C:13]([CH:12]=[N:11][CH:10]=[CH:9]3)=[C:4]2[CH:3]=1.ClC1C=C(C=CC=1)C(OO)=[O:25]. (9) The reactants are: O.[NH2:2]N.Br.[Br:5][C:6]1[CH:11]=[CH:10][C:9]([C:12](=[NH:14])[NH2:13])=[CH:8][CH:7]=1.[C:15]([NH:18][CH:19]([CH3:27])[C:20](=O)[C:21](OCC)=[O:22])(=[O:17])[CH3:16]. Given the product [Br:5][C:6]1[CH:11]=[CH:10][C:9]([C:12]2[NH:13][C:21](=[O:22])[C:20]([CH:19]([NH:18][C:15](=[O:17])[CH3:16])[CH3:27])=[N:2][N:14]=2)=[CH:8][CH:7]=1, predict the reactants needed to synthesize it. (10) Given the product [CH2:1]([O:8][C:9]1[C:10]([N+:16]([O-:18])=[O:17])=[N:11][CH:12]=[C:13]([O:32][C:27]2[CH:28]=[CH:29][CH:30]=[CH:31][C:26]=2[Cl:25])[CH:14]=1)[C:2]1[CH:7]=[CH:6][CH:5]=[CH:4][CH:3]=1, predict the reactants needed to synthesize it. The reactants are: [CH2:1]([O:8][C:9]1[C:10]([N+:16]([O-:18])=[O:17])=[N:11][CH:12]=[C:13](Cl)[CH:14]=1)[C:2]1[CH:7]=[CH:6][CH:5]=[CH:4][CH:3]=1.C(=O)([O-])[O-].[K+].[K+].[Cl:25][C:26]1[CH:31]=[CH:30][CH:29]=[CH:28][C:27]=1[OH:32].CN(C=O)C.